From a dataset of Catalyst prediction with 721,799 reactions and 888 catalyst types from USPTO. Predict which catalyst facilitates the given reaction. (1) Product: [F:14][C:8]1[CH:9]=[C:10]([N+:11]([O-:13])=[O:12])[C:5]([C:2]#[N:3])=[N:6][CH:7]=1. Reactant: [Cu][C:2]#[N:3].Br[C:5]1[C:10]([N+:11]([O-:13])=[O:12])=[CH:9][C:8]([F:14])=[CH:7][N:6]=1.CCOC(C)=O.[NH4+].[Cl-].[NH4+].[OH-]. The catalyst class is: 3. (2) Reactant: [Br:1][C:2]1[CH:3]=[CH:4][C:5]([C:9]#[N:10])=[N:6][C:7]=1[CH3:8].C(O)(C(F)(F)F)=[O:12]. Product: [Br:1][C:2]1[CH:3]=[CH:4][C:5]([C:9]([NH2:10])=[O:12])=[N:6][C:7]=1[CH3:8]. The catalyst class is: 65. (3) The catalyst class is: 9. Product: [Si:6]([O:24][CH2:25][C@H:26]1[O:30][C:29](=[O:31])[CH:28]=[CH:27]1)([C:19]([CH3:22])([CH3:21])[CH3:20])([C:13]1[CH:18]=[CH:17][CH:16]=[CH:15][CH:14]=1)[C:7]1[CH:12]=[CH:11][CH:10]=[CH:9][CH:8]=1. Reactant: N1C=CN=C1.[Si:6](Cl)([C:19]([CH3:22])([CH3:21])[CH3:20])([C:13]1[CH:18]=[CH:17][CH:16]=[CH:15][CH:14]=1)[C:7]1[CH:12]=[CH:11][CH:10]=[CH:9][CH:8]=1.[OH:24][CH2:25][C@H:26]1[O:30][C:29](=[O:31])[CH:28]=[CH:27]1. (4) Reactant: [NH2:1][C:2]1[CH:20]=[CH:19][CH:18]=[CH:17][C:3]=1[C:4]([NH:6][C:7]1[CH:12]=[CH:11][C:10]([CH:13]([CH2:15][CH3:16])[CH3:14])=[CH:9][CH:8]=1)=[O:5].[N:21]1[CH:26]=[C:25]([CH:27]=O)[CH:24]=[N:23][CH:22]=1.OS([O-])=O.[Na+].CC1C=CC(S(O)(=O)=O)=CC=1. Product: [CH:13]([C:10]1[CH:11]=[CH:12][C:7]([N:6]2[C:4](=[O:5])[C:3]3[C:2](=[CH:20][CH:19]=[CH:18][CH:17]=3)[N:1]=[C:27]2[C:25]2[CH:26]=[N:21][CH:22]=[N:23][CH:24]=2)=[CH:8][CH:9]=1)([CH2:15][CH3:16])[CH3:14]. The catalyst class is: 566. (5) Reactant: [NH:1]1[CH2:6][CH:5]=[C:4]([C:7]2[CH:8]=[C:9]([NH:13][C:14](=[O:16])[CH3:15])[CH:10]=[CH:11][CH:12]=2)[CH2:3][CH2:2]1.Cl.Br[CH2:19][CH2:20][CH2:21][NH:22][C:23](=[O:29])[O:24][C:25]([CH3:28])([CH3:27])[CH3:26].C(=O)([O-])[O-].[K+].[K+]. Product: [C:14]([NH:13][C:9]1[CH:8]=[C:7]([C:4]2[CH2:5][CH2:6][N:1]([CH2:19][CH2:20][CH2:21][NH:22][C:23](=[O:29])[O:24][C:25]([CH3:28])([CH3:27])[CH3:26])[CH2:2][CH:3]=2)[CH:12]=[CH:11][CH:10]=1)(=[O:16])[CH3:15]. The catalyst class is: 12. (6) Reactant: C(O)(=O)[C:2]1[CH:7]=[CH:6][CH:5]=[N:4][CH:3]=1.[C:10]1([CH3:16])[CH:15]=CC=C[CH:11]=1.C([N:20](C(C)C)CC)(C)C.C1(P(N=[N+]=[N-])(C2C=CC=CC=2)=O)C=CC=CC=1.[C:43]([O:46]CC)(=[O:45])C. Product: [C:10]([O:46][C:43]([NH:20][C:2]1[CH:3]=[N:4][CH:5]=[CH:6][CH:7]=1)=[O:45])([CH3:16])([CH3:15])[CH3:11]. The catalyst class is: 107. (7) Reactant: [OH:1][C:2]1[CH:11]=[CH:10][CH:9]=[C:8]2[C:3]=1[CH:4]=[CH:5][NH:6][C:7]2=[O:12].[OH-].[K+].[CH2:15](Br)[C:16]1[CH:21]=[CH:20][CH:19]=[CH:18][CH:17]=1. Product: [CH2:15]([O:1][C:2]1[CH:11]=[CH:10][CH:9]=[C:8]2[C:3]=1[CH:4]=[CH:5][NH:6][C:7]2=[O:12])[C:16]1[CH:21]=[CH:20][CH:19]=[CH:18][CH:17]=1. The catalyst class is: 5.